Dataset: NCI-60 drug combinations with 297,098 pairs across 59 cell lines. Task: Regression. Given two drug SMILES strings and cell line genomic features, predict the synergy score measuring deviation from expected non-interaction effect. (1) Drug 1: CC1OCC2C(O1)C(C(C(O2)OC3C4COC(=O)C4C(C5=CC6=C(C=C35)OCO6)C7=CC(=C(C(=C7)OC)O)OC)O)O. Drug 2: C1=NNC2=C1C(=O)NC=N2. Cell line: HCC-2998. Synergy scores: CSS=15.5, Synergy_ZIP=-6.08, Synergy_Bliss=-2.27, Synergy_Loewe=-9.14, Synergy_HSA=-2.31. (2) Drug 1: CC1CCC2CC(C(=CC=CC=CC(CC(C(=O)C(C(C(=CC(C(=O)CC(OC(=O)C3CCCCN3C(=O)C(=O)C1(O2)O)C(C)CC4CCC(C(C4)OC)OCCO)C)C)O)OC)C)C)C)OC. Drug 2: CCC1(C2=C(COC1=O)C(=O)N3CC4=CC5=C(C=CC(=C5CN(C)C)O)N=C4C3=C2)O.Cl. Cell line: HS 578T. Synergy scores: CSS=20.2, Synergy_ZIP=-2.31, Synergy_Bliss=-1.65, Synergy_Loewe=-3.34, Synergy_HSA=0.714. (3) Drug 1: CCN(CC)CCNC(=O)C1=C(NC(=C1C)C=C2C3=C(C=CC(=C3)F)NC2=O)C. Drug 2: CC1CCCC2(C(O2)CC(NC(=O)CC(C(C(=O)C(C1O)C)(C)C)O)C(=CC3=CSC(=N3)C)C)C. Cell line: SK-OV-3. Synergy scores: CSS=41.2, Synergy_ZIP=6.24, Synergy_Bliss=6.06, Synergy_Loewe=-14.3, Synergy_HSA=1.75. (4) Drug 1: C1CCC(C1)C(CC#N)N2C=C(C=N2)C3=C4C=CNC4=NC=N3. Drug 2: C1CN(CCN1C(=O)CCBr)C(=O)CCBr. Cell line: ACHN. Synergy scores: CSS=28.7, Synergy_ZIP=-3.46, Synergy_Bliss=0.848, Synergy_Loewe=-5.31, Synergy_HSA=0.428.